Predict the reaction yield, written as a fraction of the theoretical maximum amount of product (1.0 means a 100% yield; for example, 0.34 means a 34% yield). From a dataset of Reaction yield outcomes from USPTO patents with 853,638 reactions. The reactants are [Na].[CH2:2]([N:9]1[CH2:13][CH2:12][CH:11]([C:14]2[N:19]=[CH:18][C:17](Br)=[CH:16][N:15]=2)[CH2:10]1)[C:3]1[CH:8]=[CH:7][CH:6]=[CH:5][CH:4]=1.[CH3:21][OH:22]. No catalyst specified. The product is [CH2:2]([N:9]1[CH2:13][CH2:12][CH:11]([C:14]2[N:19]=[CH:18][C:17]([O:22][CH3:21])=[CH:16][N:15]=2)[CH2:10]1)[C:3]1[CH:8]=[CH:7][CH:6]=[CH:5][CH:4]=1. The yield is 0.272.